Predict the reactants needed to synthesize the given product. From a dataset of Full USPTO retrosynthesis dataset with 1.9M reactions from patents (1976-2016). (1) Given the product [F:1][C:2]1[CH:7]=[CH:6][C:5]([F:8])=[CH:4][C:3]=1[CH:9]([C:10]1[NH:16][CH2:15][CH2:14][N:11]=1)[CH2:12][CH3:13], predict the reactants needed to synthesize it. The reactants are: [F:1][C:2]1[CH:7]=[CH:6][C:5]([F:8])=[CH:4][C:3]=1[CH:9]([CH2:12][CH3:13])[C:10]#[N:11].[CH2:14](N)[CH2:15][NH2:16]. (2) Given the product [CH2:41]([O:48][C:49](=[O:50])[NH:51][C@H:52]([C:53](=[O:54])[NH:55][C@H:56]([C:6](=[O:24])[NH:7][C@@H:8]([CH2:17][C:18]1[CH:19]=[CH:20][CH:21]=[CH:22][CH:23]=1)[CH:9]([C:11](=[O:16])[NH:12][CH:13]1[CH2:14][CH2:15]1)[OH:10])[CH2:60][C:61]1[C:69]2[C:64](=[CH:65][CH:66]=[CH:67][CH:68]=2)[NH:63][CH:62]=1)[CH3:70])[C:42]1[CH:43]=[CH:44][CH:45]=[CH:46][CH:47]=1, predict the reactants needed to synthesize it. The reactants are: C(O[C:6](=[O:24])[NH:7][C@@H:8]([CH2:17][C:18]1[CH:23]=[CH:22][CH:21]=[CH:20][CH:19]=1)[CH:9]([C:11](=[O:16])[NH:12][CH:13]1[CH2:15][CH2:14]1)[OH:10])(C)(C)C.FC(F)(F)C(O)=O.C(N(CC)C(C)C)(C)C.[CH2:41]([O:48][C:49]([NH:51][C@@H:52]([CH3:70])[C:53]([NH:55][C@@H:56]([CH2:60][C:61]1[C:69]2[C:64](=[CH:65][CH:66]=[CH:67][CH:68]=2)[NH:63][CH:62]=1)C(O)=O)=[O:54])=[O:50])[C:42]1[CH:47]=[CH:46][CH:45]=[CH:44][CH:43]=1.CN(C(ON1N=NC2C=CC=NC1=2)=[N+](C)C)C.F[P-](F)(F)(F)(F)F. (3) Given the product [CH2:9]([O:11][C:12](=[O:40])[CH2:13][N:14]1[C:22]2[CH2:21][CH2:20][CH2:19][C@@H:18]([NH:23][S:24]([C:27]3[CH:32]=[C:31]([C:33]([F:35])([F:36])[F:34])[CH:30]=[C:29]([C:37]4([CH3:4])[CH2:39][CH2:38]4)[CH:28]=3)(=[O:26])=[O:25])[C:17]=2[CH:16]=[N:15]1)[CH3:10], predict the reactants needed to synthesize it. The reactants are: ICI.[CH2:4]([Zn]CC)C.[CH2:9]([O:11][C:12](=[O:40])[CH2:13][N:14]1[C:22]2[CH2:21][CH2:20][CH2:19][C@@H:18]([NH:23][S:24]([C:27]3[CH:32]=[C:31]([C:33]([F:36])([F:35])[F:34])[CH:30]=[C:29]([C:37]([CH3:39])=[CH2:38])[CH:28]=3)(=[O:26])=[O:25])[C:17]=2[CH:16]=[N:15]1)[CH3:10].[Cl-].[NH4+].